Dataset: Peptide-MHC class I binding affinity with 185,985 pairs from IEDB/IMGT. Task: Regression. Given a peptide amino acid sequence and an MHC pseudo amino acid sequence, predict their binding affinity value. This is MHC class I binding data. (1) The peptide sequence is RAAHRRQSV. The MHC is HLA-A02:06 with pseudo-sequence HLA-A02:06. The binding affinity (normalized) is 0.287. (2) The peptide sequence is RLIVFPDL. The MHC is H-2-Kb with pseudo-sequence H-2-Kb. The binding affinity (normalized) is 0.347. (3) The peptide sequence is RIRSERPAF. The MHC is HLA-A02:03 with pseudo-sequence HLA-A02:03. The binding affinity (normalized) is 0.0847. (4) The peptide sequence is GALSRRYPH. The MHC is HLA-B15:01 with pseudo-sequence HLA-B15:01. The binding affinity (normalized) is 0.0847. (5) The peptide sequence is MLLNRFTTR. The MHC is HLA-A03:01 with pseudo-sequence HLA-A03:01. The binding affinity (normalized) is 0.770. (6) The peptide sequence is FSPMFEVL. The MHC is H-2-Db with pseudo-sequence H-2-Db. The binding affinity (normalized) is 0.0118. (7) The peptide sequence is RPRVTKQYIV. The MHC is HLA-B07:02 with pseudo-sequence HLA-B07:02. The binding affinity (normalized) is 0.860. (8) The MHC is HLA-A30:02 with pseudo-sequence HLA-A30:02. The binding affinity (normalized) is 0. The peptide sequence is TYPVLEEMF. (9) The MHC is SLA-20401 with pseudo-sequence SLA-20401. The peptide sequence is MTRGLLGSY. The binding affinity (normalized) is 0.605. (10) The peptide sequence is LMYDIINSV. The MHC is HLA-A02:02 with pseudo-sequence HLA-A02:02. The binding affinity (normalized) is 1.00.